From a dataset of NCI-60 drug combinations with 297,098 pairs across 59 cell lines. Regression. Given two drug SMILES strings and cell line genomic features, predict the synergy score measuring deviation from expected non-interaction effect. Drug 1: CC1C(C(CC(O1)OC2CC(CC3=C2C(=C4C(=C3O)C(=O)C5=C(C4=O)C(=CC=C5)OC)O)(C(=O)CO)O)N)O.Cl. Drug 2: CCC1=CC2CC(C3=C(CN(C2)C1)C4=CC=CC=C4N3)(C5=C(C=C6C(=C5)C78CCN9C7C(C=CC9)(C(C(C8N6C)(C(=O)OC)O)OC(=O)C)CC)OC)C(=O)OC.C(C(C(=O)O)O)(C(=O)O)O. Cell line: BT-549. Synergy scores: CSS=41.4, Synergy_ZIP=2.82, Synergy_Bliss=1.76, Synergy_Loewe=-7.69, Synergy_HSA=-0.437.